Dataset: Forward reaction prediction with 1.9M reactions from USPTO patents (1976-2016). Task: Predict the product of the given reaction. The product is: [Cl:13][C:14]1[CH:22]=[CH:21][CH:20]=[CH:19][C:15]=1[C:16]([NH:1][C:2]1[CH2:7][CH2:6][CH2:5][CH2:4][C:3]=1[C:8]([O:10][CH2:11][CH3:12])=[O:9])=[O:17]. Given the reactants [NH2:1][C:2]1[CH2:7][CH2:6][CH2:5][CH2:4][C:3]=1[C:8]([O:10][CH2:11][CH3:12])=[O:9].[Cl:13][C:14]1[CH:22]=[CH:21][CH:20]=[CH:19][C:15]=1[C:16](Cl)=[O:17], predict the reaction product.